The task is: Predict the reaction yield, written as a fraction of the theoretical maximum amount of product (1.0 means a 100% yield; for example, 0.34 means a 34% yield).. This data is from Reaction yield outcomes from USPTO patents with 853,638 reactions. (1) The reactants are [CH3:1][O:2][C:3]([C@H:5]1[CH2:9][C@@H:8]([OH:10])[CH2:7][NH:6]1)=[O:4].C(N(CC)CC)C.[C:18]1([C:24](Cl)([C:31]2[CH:36]=[CH:35][CH:34]=[CH:33][CH:32]=2)[C:25]2[CH:30]=[CH:29][CH:28]=[CH:27][CH:26]=2)[CH:23]=[CH:22][CH:21]=[CH:20][CH:19]=1. The catalyst is C(Cl)(Cl)Cl. The product is [CH3:1][O:2][C:3]([C@H:5]1[CH2:9][C@@H:8]([OH:10])[CH2:7][N:6]1[C:24]([C:18]1[CH:23]=[CH:22][CH:21]=[CH:20][CH:19]=1)([C:31]1[CH:32]=[CH:33][CH:34]=[CH:35][CH:36]=1)[C:25]1[CH:26]=[CH:27][CH:28]=[CH:29][CH:30]=1)=[O:4]. The yield is 1.00. (2) The reactants are [Cl:1][C:2]1[N:11]=[C:10]([N:12]2[CH2:16][CH2:15][C@@H:14]([NH2:17])[CH2:13]2)[C:9]2[C:4](=[CH:5][C:6]([CH3:18])=[CH:7][CH:8]=2)[N:3]=1.CCN(CC)CC.Cl[C:27]([O:29][CH2:30][C:31]([CH3:34])([CH3:33])[CH3:32])=[O:28]. The catalyst is C1COCC1. The product is [Cl:1][C:2]1[N:11]=[C:10]([N:12]2[CH2:16][CH2:15][C@@H:14]([NH:17][C:27](=[O:28])[O:29][CH2:30][C:31]([CH3:34])([CH3:33])[CH3:32])[CH2:13]2)[C:9]2[C:4](=[CH:5][C:6]([CH3:18])=[CH:7][CH:8]=2)[N:3]=1. The yield is 0.700.